Task: Predict the reaction yield, written as a fraction of the theoretical maximum amount of product (1.0 means a 100% yield; for example, 0.34 means a 34% yield).. Dataset: Reaction yield outcomes from USPTO patents with 853,638 reactions (1) The product is [C:48]([NH:38][C:35]1[CH:36]=[CH:37][C:32]([S:29]([N:5]([CH2:6][C@@H:7]([OH:28])[C@@H:8]([NH:16][C:17](=[O:18])[O:19][C@@H:20]2[C@H:24]3[C@H:23]([O:27][CH2:26][CH2:25]3)[O:22][CH2:21]2)[CH2:9][C:10]2[CH:15]=[CH:14][CH:13]=[CH:12][CH:11]=2)[CH2:4][CH:2]([CH3:1])[CH3:3])(=[O:31])=[O:30])=[CH:33][CH:34]=1)(=[O:70])[CH2:49][CH2:50]/[CH:51]=[CH:52]\[CH2:53]/[CH:54]=[CH:55]\[CH2:56]/[CH:57]=[CH:58]\[CH2:59]/[CH:60]=[CH:61]\[CH2:62]/[CH:63]=[CH:64]\[CH2:65]/[CH:66]=[CH:67]\[CH2:68][CH3:69]. The yield is 0.510. The catalyst is C(Cl)Cl. The reactants are [CH3:1][CH:2]([CH2:4][N:5]([S:29]([C:32]1[CH:33]=[CH:34][C:35]([NH2:38])=[CH:36][CH:37]=1)(=[O:31])=[O:30])[CH2:6][C@@H:7]([OH:28])[C@@H:8]([NH:16][C:17]([O:19][C@@H:20]1[C@@H:24]2[CH2:25][CH2:26][O:27][C@@H:23]2[O:22][CH2:21]1)=[O:18])[CH2:9][C:10]1[CH:11]=[CH:12][CH:13]=[CH:14][CH:15]=1)[CH3:3].CCN(C(C)C)C(C)C.[C:48](Cl)(=[O:70])[CH2:49][CH2:50]/[CH:51]=[CH:52]\[CH2:53]/[CH:54]=[CH:55]\[CH2:56]/[CH:57]=[CH:58]\[CH2:59]/[CH:60]=[CH:61]\[CH2:62]/[CH:63]=[CH:64]\[CH2:65]/[CH:66]=[CH:67]\[CH2:68][CH3:69]. (2) The reactants are [NH2:1][C:2]1[C:10]2[C:5](=[CH:6][CH:7]=[CH:8][C:9]=2[F:11])[C:4]([C:19]2[CH:20]=[C:21]([CH3:27])[C:22](=[O:26])[N:23]([CH3:25])[CH:24]=2)([C:12]2[CH:17]=[CH:16][CH:15]=[C:14](Br)[CH:13]=2)[N:3]=1.[C:28]([C:30]1[CH:31]=[C:32](B(O)O)[CH:33]=[N:34][CH:35]=1)#[N:29].C(=O)([O-])[O-].[K+].[K+].CN(C=O)C. The catalyst is [Cl-].[Na+].O.C([O-])(O)=O.[Na+].CCOC(C)=O.C1C=CC(P([C]2[CH][CH][CH][CH]2)C2C=CC=CC=2)=CC=1.C1C=CC(P([C]2[CH][CH][CH][CH]2)C2C=CC=CC=2)=CC=1.Cl[Pd]Cl.[Fe]. The product is [NH2:1][C:2]1[C:10]2[C:5](=[CH:6][CH:7]=[CH:8][C:9]=2[F:11])[C:4]([C:12]2[CH:13]=[C:14]([C:32]3[CH:33]=[N:34][CH:35]=[C:30]([CH:31]=3)[C:28]#[N:29])[CH:15]=[CH:16][CH:17]=2)([C:19]2[CH:20]=[C:21]([CH3:27])[C:22](=[O:26])[N:23]([CH3:25])[CH:24]=2)[N:3]=1. The yield is 0.160. (3) The reactants are [OH-].[Na+].C1(S([N:12]2[C:20]3[CH:19]=[CH:18][N:17]=[C:16]([C:21]4[N:22]=[C:23]([N:41]5[CH2:46][CH2:45][O:44][CH2:43][CH2:42]5)[C:24]5[N:29]=[C:28]([CH2:30][N:31]6[CH2:34][CH:33]([N:35]7[CH2:40][CH2:39][O:38][CH2:37][CH2:36]7)[CH2:32]6)[S:27][C:25]=5[N:26]=4)[C:15]=3[CH:14]=[CH:13]2)(=O)=O)C=CC=CC=1. The catalyst is O1CCOCC1. The product is [O:44]1[CH2:45][CH2:46][N:41]([C:23]2[C:24]3[N:29]=[C:28]([CH2:30][N:31]4[CH2:34][CH:33]([N:35]5[CH2:40][CH2:39][O:38][CH2:37][CH2:36]5)[CH2:32]4)[S:27][C:25]=3[N:26]=[C:21]([C:16]3[C:15]4[CH:14]=[CH:13][NH:12][C:20]=4[CH:19]=[CH:18][N:17]=3)[N:22]=2)[CH2:42][CH2:43]1. The yield is 0.380. (4) The reactants are [Br:1][C:2]1[C:3]([O:9][CH2:10][CH3:11])=[CH:4][C:5](Cl)=[N:6][CH:7]=1.C([O-])([O-])=O.[Cs+].[Cs+].[CH3:18][O:19][C:20]1[CH:25]=[CH:24][C:23]([CH2:26][OH:27])=[CH:22][CH:21]=1. The catalyst is CN(C=O)C. The product is [Br:1][C:2]1[C:3]([O:9][CH2:10][CH3:11])=[CH:4][C:5]([O:27][CH2:26][C:23]2[CH:24]=[CH:25][C:20]([O:19][CH3:18])=[CH:21][CH:22]=2)=[N:6][CH:7]=1. The yield is 0.370.